This data is from Forward reaction prediction with 1.9M reactions from USPTO patents (1976-2016). The task is: Predict the product of the given reaction. (1) Given the reactants [Cl:1][C:2]1[CH:3]=[C:4]([N:22]2[C:27](=[O:28])[NH:26][C:25](=[O:29])[C:24]([C:30]#[N:31])=[N:23]2)[CH:5]=[C:6]([Cl:21])[C:7]=1[O:8][C:9]1[CH:14]=[C:13]([CH:15]([CH3:17])[CH3:16])[C:12](=[O:18])[N:11]([CH2:19][OH:20])[N:10]=1.[C:32]1(=[O:38])[O:37][C:35](=[O:36])[CH2:34][CH2:33]1.C(N(CC)C(C)C)(C)C.[Cl-].[NH4+], predict the reaction product. The product is: [Cl:21][C:6]1[CH:5]=[C:4]([N:22]2[C:27](=[O:28])[NH:26][C:25](=[O:29])[C:24]([C:30]#[N:31])=[N:23]2)[CH:3]=[C:2]([Cl:1])[C:7]=1[O:8][C:9]1[CH:14]=[C:13]([CH:15]([CH3:17])[CH3:16])[C:12](=[O:18])[N:11]([CH2:19][O:20][C:32](=[O:38])[CH2:33][CH2:34][C:35]([OH:37])=[O:36])[N:10]=1. (2) Given the reactants [N:1]1([CH2:7][CH2:8][NH:9][C:10]2[C:18]3[O:17][CH:16]=[CH:15][C:14]=3[CH:13]=[C:12]([N+:19]([O-])=O)[CH:11]=2)[CH2:6][CH2:5][O:4][CH2:3][CH2:2]1.C(O)C.O.NN, predict the reaction product. The product is: [N:1]1([CH2:7][CH2:8][NH:9][C:10]2[C:18]3[O:17][CH:16]=[CH:15][C:14]=3[CH:13]=[C:12]([NH2:19])[CH:11]=2)[CH2:6][CH2:5][O:4][CH2:3][CH2:2]1.